Dataset: Forward reaction prediction with 1.9M reactions from USPTO patents (1976-2016). Task: Predict the product of the given reaction. (1) Given the reactants Cl[CH2:2][C:3](=[O:12])[CH2:4][C:5]1[CH:10]=[CH:9][C:8]([F:11])=[CH:7][CH:6]=1.[K].[C:14]([NH2:25])(=[O:24])[C:15]1[C:16](=[CH:20][CH:21]=[CH:22][CH:23]=1)[C:17](N)=[O:18], predict the reaction product. The product is: [F:11][C:8]1[CH:9]=[CH:10][C:5]([CH2:4][C:3](=[O:12])[CH2:2][N:25]2[C:14](=[O:24])[C:15]3[C:16](=[CH:20][CH:21]=[CH:22][CH:23]=3)[C:17]2=[O:18])=[CH:6][CH:7]=1. (2) Given the reactants Br[C:2]1[N:6]2[CH2:7][CH2:8][N:9]([C:11]([O:13][C:14]([CH3:17])([CH3:16])[CH3:15])=[O:12])[CH2:10][C:5]2=[C:4]([C:18]([OH:20])=[O:19])[N:3]=1.CON(C)[C:24](=[O:31])[C:25]1[CH:30]=[CH:29][CH:28]=[CH:27][CH:26]=1.C([Li])(C)(C)C, predict the reaction product. The product is: [C:24]([C:2]1[N:6]2[CH2:7][CH2:8][N:9]([C:11]([O:13][C:14]([CH3:17])([CH3:16])[CH3:15])=[O:12])[CH2:10][C:5]2=[C:4]([C:18]([OH:20])=[O:19])[N:3]=1)(=[O:31])[C:25]1[CH:30]=[CH:29][CH:28]=[CH:27][CH:26]=1. (3) Given the reactants [Si:1]([O:18][CH2:19][CH2:20][C@H:21]([O:23][C:24]1[CH:29]=[CH:28][C:27]([F:30])=[CH:26][C:25]=1[C:31]1[CH:36]=[CH:35][C:34]([C:37](O)=[O:38])=[C:33]([F:40])[CH:32]=1)[CH3:22])([C:14]([CH3:17])([CH3:16])[CH3:15])([C:8]1[CH:13]=[CH:12][CH:11]=[CH:10][CH:9]=1)[C:2]1[CH:7]=[CH:6][CH:5]=[CH:4][CH:3]=1.[CH3:41][C:42]1([CH3:86])[O:47][C:46]2[N:48]=[CH:49][C:50](C(F)(F)F)=[CH:51][C:45]=2[N:44]([CH:56]2[CH2:61][CH2:60][N:59](C(C3C=CC(C4C=CC=CC=4OCC(C)(C)C(O)=O)=CC=3F)=O)[CH2:58][CH2:57]2)[C:43]1=[O:85].C(N(C(C)C)CC)(C)C.F[P-](F)(F)(F)(F)F.N1(OC(N(C)C)=[N+](C)C)C2C=CC=CC=2N=N1.[Cl:120]CCl, predict the reaction product. The product is: [Si:1]([O:18][CH2:19][CH2:20][C@H:21]([O:23][C:24]1[CH:29]=[CH:28][C:27]([F:30])=[CH:26][C:25]=1[C:31]1[CH:36]=[CH:35][C:34]([C:37]([N:59]2[CH2:60][CH2:61][CH:56]([N:44]3[C:43](=[O:85])[C:42]([CH3:86])([CH3:41])[O:47][C:46]4[N:48]=[CH:49][C:50]([Cl:120])=[CH:51][C:45]3=4)[CH2:57][CH2:58]2)=[O:38])=[C:33]([F:40])[CH:32]=1)[CH3:22])([C:14]([CH3:15])([CH3:16])[CH3:17])([C:8]1[CH:13]=[CH:12][CH:11]=[CH:10][CH:9]=1)[C:2]1[CH:3]=[CH:4][CH:5]=[CH:6][CH:7]=1.